This data is from Forward reaction prediction with 1.9M reactions from USPTO patents (1976-2016). The task is: Predict the product of the given reaction. (1) Given the reactants Cl[C:2]1[CH:11]=[C:10]([Cl:12])[C:9]2[C:4](=[CH:5][CH:6]=[C:7]([CH3:13])[CH:8]=2)[N:3]=1.[NH:14]1[C:20]2[CH:21]=[CH:22][CH:23]=[CH:24][C:19]=2[CH2:18][NH:17][CH2:16][C:15]1=[O:25], predict the reaction product. The product is: [Cl:12][C:10]1[C:9]2[C:4](=[CH:5][CH:6]=[C:7]([CH3:13])[CH:8]=2)[N:3]=[C:2]([N:17]2[CH2:18][C:19]3[CH:24]=[CH:23][CH:22]=[CH:21][C:20]=3[NH:14][C:15](=[O:25])[CH2:16]2)[CH:11]=1. (2) Given the reactants [CH3:1][NH:2][CH2:3][CH2:4][CH2:5][CH:6]=[CH:7][CH2:8][CH2:9][C:10]([F:16])([F:15])[C:11]([F:14])([F:13])[F:12].C(O)(=O)C.[H][H], predict the reaction product. The product is: [CH3:1][NH:2][CH2:3][CH2:4][CH2:5][CH2:6][CH2:7][CH2:8][CH2:9][C:10]([F:15])([F:16])[C:11]([F:14])([F:13])[F:12]. (3) Given the reactants [F:1][C:2]([F:17])([F:16])[C:3]1[CH:8]=[CH:7][C:6]([C:9]2[C:10](=[O:15])[NH:11][CH:12]=[CH:13][CH:14]=2)=[CH:5][CH:4]=1.[H-].[Na+].CN([CH:23]=[O:24])C, predict the reaction product. The product is: [CH2:10]([O:15][C:23](=[O:24])[CH:2]([C:3]1[CH:8]=[CH:7][CH:6]=[CH:5][CH:4]=1)[N:11]1[CH:12]=[CH:13][CH:14]=[C:9]([C:6]2[CH:5]=[CH:4][C:3]([C:2]([F:1])([F:16])[F:17])=[CH:8][CH:7]=2)[C:10]1=[O:15])[CH3:9]. (4) Given the reactants [OH:1][C:2]([CH3:35])([CH3:34])[CH2:3][C@@:4]1([C:28]2[CH:33]=[CH:32][CH:31]=[CH:30][CH:29]=2)[O:9][C:8](=[O:10])[N:7]([C@H:11]([C:13]2[CH:18]=[CH:17][C:16](B3OC(C)(C)C(C)(C)O3)=[CH:15][CH:14]=2)[CH3:12])[CH2:6][CH2:5]1.Cl[C:37]1[CH:38]=[CH:39][C:40]2[N:41]([CH:43]=[CH:44][N:45]=2)[N:42]=1.C([O-])(O)=O.[Na+].O, predict the reaction product. The product is: [OH:1][C:2]([CH3:35])([CH3:34])[CH2:3][C@@:4]1([C:28]2[CH:29]=[CH:30][CH:31]=[CH:32][CH:33]=2)[O:9][C:8](=[O:10])[N:7]([C@H:11]([C:13]2[CH:14]=[CH:15][C:16]([C:37]3[CH:38]=[CH:39][C:40]4[N:41]([CH:43]=[CH:44][N:45]=4)[N:42]=3)=[CH:17][CH:18]=2)[CH3:12])[CH2:6][CH2:5]1. (5) The product is: [OH:7][CH2:6][C:8]1[CH:9]=[CH:10][CH:11]=[C:12]2[C:17]=1[N:16]([C:18]([O:20][C:21]([CH3:24])([CH3:23])[CH3:22])=[O:19])[CH2:15][CH2:14][CH2:13]2. Given the reactants [BH4-].[Na+].C(O)C.[CH:6]([C:8]1[CH:9]=[CH:10][CH:11]=[C:12]2[C:17]=1[N:16]([C:18]([O:20][C:21]([CH3:24])([CH3:23])[CH3:22])=[O:19])[CH2:15][CH2:14][CH2:13]2)=[O:7], predict the reaction product. (6) Given the reactants Cl[C:2]1[N:3]=[N:4][C:5]([Cl:10])=[CH:6][C:7]=1[O:8][CH3:9].[C:11]([O:15][C:16]([N:18]1[CH2:23][CH2:22][CH:21]([NH2:24])[CH2:20][CH2:19]1)=[O:17])([CH3:14])([CH3:13])[CH3:12].C(=O)([O-])[O-].[Cs+].[Cs+].C1C=CC(P(C2C=CC3C(=CC=CC=3)C=2C2C3C(=CC=CC=3)C=CC=2P(C2C=CC=CC=2)C2C=CC=CC=2)C2C=CC=CC=2)=CC=1, predict the reaction product. The product is: [C:11]([O:15][C:16]([N:18]1[CH2:23][CH2:22][CH:21]([NH:24][C:2]2[N:3]=[N:4][C:5]([Cl:10])=[CH:6][C:7]=2[O:8][CH3:9])[CH2:20][CH2:19]1)=[O:17])([CH3:14])([CH3:12])[CH3:13]. (7) The product is: [C:18]([O:22][C:23]([N:25]1[CH2:29][CH2:28][CH2:27][C@@H:26]1[CH2:30][O:15][C:12]1[CH:11]=[CH:10][C:9]([O:8][CH2:1][C:2]2[CH:3]=[CH:4][CH:5]=[CH:6][CH:7]=2)=[CH:14][CH:13]=1)=[O:24])([CH3:21])([CH3:19])[CH3:20]. Given the reactants [CH2:1]([O:8][C:9]1[CH:14]=[CH:13][C:12]([OH:15])=[CH:11][CH:10]=1)[C:2]1[CH:7]=[CH:6][CH:5]=[CH:4][CH:3]=1.[H-].[Na+].[C:18]([O:22][C:23]([N:25]1[CH2:29][CH2:28][CH2:27][C@@H:26]1[CH2:30]OS(C1C=CC(C)=CC=1)(=O)=O)=[O:24])([CH3:21])([CH3:20])[CH3:19], predict the reaction product. (8) Given the reactants C[O-].[Na+].[CH3:4][O:5][C:6]1[CH:11]=[CH:10][CH:9]=[CH:8][C:7]=1[C:12]([NH2:14])=[NH:13].C([O:17][C:18]([CH:20]1[CH2:25][CH2:24][CH2:23][CH2:22][C:21]1=O)=O)C, predict the reaction product. The product is: [CH3:4][O:5][C:6]1[CH:11]=[CH:10][CH:9]=[CH:8][C:7]=1[C:12]1[NH:14][C:21]2[CH2:22][CH2:23][CH2:24][CH2:25][C:20]=2[C:18](=[O:17])[N:13]=1. (9) Given the reactants C(O[C:4]1[C:5](=[O:17])[C:6](=[O:16])[C:7]=1[NH:8][C:9]1[CH:14]=[CH:13][CH:12]=[CH:11][C:10]=1[OH:15])C.[Cl:18][C:19]1[C:25]([CH3:26])=[CH:24][CH:23]=[CH:22][C:20]=1[NH2:21], predict the reaction product. The product is: [Cl:18][C:19]1[C:25]([CH3:26])=[CH:24][CH:23]=[CH:22][C:20]=1[NH:21][C:4]1[C:5](=[O:17])[C:6](=[O:16])[C:7]=1[NH:8][C:9]1[CH:14]=[CH:13][CH:12]=[CH:11][C:10]=1[OH:15].